This data is from Full USPTO retrosynthesis dataset with 1.9M reactions from patents (1976-2016). The task is: Predict the reactants needed to synthesize the given product. (1) The reactants are: Cl[C:2]1[C:6]2=[N:7][CH:8]=[CH:9][C:10]([C:11]3[CH:12]=[N:13][CH:14]=[CH:15][C:16]=3[CH3:17])=[C:5]2[O:4][N:3]=1.[NH:18]1[CH2:23][CH2:22][O:21][CH2:20][CH2:19]1.C(=O)([O-])[O-].[Cs+].[Cs+]. Given the product [CH3:17][C:16]1[CH:15]=[CH:14][N:13]=[CH:12][C:11]=1[C:10]1[CH:9]=[CH:8][N:7]=[C:6]2[C:2]([N:18]3[CH2:23][CH2:22][O:21][CH2:20][CH2:19]3)=[N:3][O:4][C:5]=12, predict the reactants needed to synthesize it. (2) Given the product [C:31]([N:1]1[CH2:4][CH:3]([NH:5][C:6]([C:8]2[C:12]3[N:13]=[CH:14][N:15]=[C:16]([C:17]4[C:25]5[O:24][CH2:23][O:22][C:21]=5[CH:20]=[CH:19][C:18]=4[O:26][CH2:27][CH:28]4[CH2:30][CH2:29]4)[C:11]=3[NH:10][CH:9]=2)=[O:7])[CH2:2]1)(=[O:34])[CH2:32][CH3:33], predict the reactants needed to synthesize it. The reactants are: [NH:1]1[CH2:4][CH:3]([NH:5][C:6]([C:8]2[C:12]3[N:13]=[CH:14][N:15]=[C:16]([C:17]4[C:25]5[O:24][CH2:23][O:22][C:21]=5[CH:20]=[CH:19][C:18]=4[O:26][CH2:27][CH:28]4[CH2:30][CH2:29]4)[C:11]=3[NH:10][CH:9]=2)=[O:7])[CH2:2]1.[C:31](Cl)(=[O:34])[CH2:32][CH3:33]. (3) Given the product [C:1]([C:5]1[CH:23]=[CH:22][C:8]([C:9]([NH:11][C:12]2[N:13]=[C:14]3[CH:19]=[CH:18][C:17]([C:26]4[CH:31]=[CH:30][CH:29]=[CH:28][CH:27]=4)=[N:16][N:15]3[CH:21]=2)=[O:10])=[CH:7][CH:6]=1)([CH3:4])([CH3:3])[CH3:2], predict the reactants needed to synthesize it. The reactants are: [C:1]([C:5]1[CH:23]=[CH:22][C:8]([C:9]([NH:11][C:12]2[N:13]=[C:14]3[CH:19]=[CH:18][C:17](Cl)=[N:16][N:15]3[CH:21]=2)=[O:10])=[CH:7][CH:6]=1)([CH3:4])([CH3:3])[CH3:2].OB(O)[C:26]1[CH:31]=[CH:30][CH:29]=[CH:28][CH:27]=1.C(=O)([O-])[O-].[K+].[K+].COCCOC. (4) Given the product [Cl:22][C:16]1[CH:15]=[C:14]([N:5]2[CH:6]([CH3:9])[C:7](=[O:8])[C:3]([CH2:1][CH3:2])([CH2:11][CH3:12])[C:4]2=[O:10])[CH:21]=[CH:20][C:17]=1[C:18]#[N:19], predict the reactants needed to synthesize it. The reactants are: [CH2:1]([C:3]1([CH2:11][CH3:12])[C:7](=[O:8])[CH:6]([CH3:9])[NH:5][C:4]1=[O:10])[CH3:2].Br[C:14]1[CH:21]=[CH:20][C:17]([C:18]#[N:19])=[C:16]([Cl:22])[CH:15]=1.C(=O)([O-])[O-].[Cs+].[Cs+].C1(P(C2C=CC=CC=2)C2C3OC4C(=CC=CC=4P(C4C=CC=CC=4)C4C=CC=CC=4)C(C)(C)C=3C=CC=2)C=CC=CC=1. (5) Given the product [CH3:1][O:2][C:3]([C:5]1[CH:6]=[N:7][C:8]([O:18][C:19]2[CH:24]=[CH:23][CH:22]=[CH:21][CH:20]=2)=[N:9][CH:10]=1)=[O:4], predict the reactants needed to synthesize it. The reactants are: [CH3:1][O:2][C:3]([C:5]1[CH:6]=[N:7][C:8](S(C)(=O)=O)=[N:9][CH:10]=1)=[O:4].O.O.O.[O-:18][C:19]1[CH:24]=[CH:23][CH:22]=[CH:21][CH:20]=1.[Na+].O. (6) Given the product [Br:12][C:13]1[C:14]([NH:11][CH2:8][CH:9]=[CH2:10])=[CH:15][C:16]([Cl:23])=[N:17][C:18]=1[C:19]([O:21][CH3:22])=[O:20], predict the reactants needed to synthesize it. The reactants are: C(N(CC)CC)C.[CH2:8]([NH2:11])[CH:9]=[CH2:10].[Br:12][C:13]1[C:14](Cl)=[CH:15][C:16]([Cl:23])=[N:17][C:18]=1[C:19]([O:21][CH3:22])=[O:20].